Predict the reaction yield, written as a fraction of the theoretical maximum amount of product (1.0 means a 100% yield; for example, 0.34 means a 34% yield). From a dataset of Reaction yield outcomes from USPTO patents with 853,638 reactions. (1) The reactants are [CH2:1]([C:3]([OH:35])([CH2:33][CH3:34])/[CH:4]=[CH:5]/[C:6]1[CH:11]=[CH:10][C:9]([C:12]([CH2:30][CH3:31])([C:15]2[CH:20]=[CH:19][C:18](B3OC(C)(C)C(C)(C)O3)=[CH:17][CH:16]=2)[CH2:13][CH3:14])=[CH:8][C:7]=1[CH3:32])[CH3:2].[CH3:36][O:37][C:38](=[O:47])[CH2:39][C:40]1[CH:41]=[N:42][CH:43]=[C:44](Br)[CH:45]=1.P([O-])([O-])([O-])=O.[K+].[K+].[K+]. The catalyst is CN(C)C=O. The product is [CH3:36][O:37][C:38](=[O:47])[CH2:39][C:40]1[CH:41]=[N:42][CH:43]=[C:44]([C:18]2[CH:17]=[CH:16][C:15]([C:12]([CH2:30][CH3:31])([C:9]3[CH:10]=[CH:11][C:6](/[CH:5]=[CH:4]/[C:3]([CH2:33][CH3:34])([OH:35])[CH2:1][CH3:2])=[C:7]([CH3:32])[CH:8]=3)[CH2:13][CH3:14])=[CH:20][CH:19]=2)[CH:45]=1. The yield is 0.880. (2) The reactants are [NH2:1][C:2]1[CH:28]=[CH:27][C:5]([O:6][C:7]2[CH:12]=[CH:11][N:10]=[C:9]([NH:13][C:14]([N:16]3[CH2:21][CH2:20][CH:19]([CH2:22][N:23]4[CH2:26][CH2:25][CH2:24]4)[CH2:18][CH2:17]3)=[O:15])[CH:8]=2)=[CH:4][CH:3]=1.[C@]12(CS(O)(=O)=O)C(C)(C)C(CC1)CC2=O.[F:44][C:45]1[CH:50]=[CH:49][C:48]([CH2:51][C:52]([N:54]=[C:55]=[S:56])=[O:53])=[CH:47][CH:46]=1.C(OCC)C. The catalyst is C(O)C.C1(C)C=CC=CC=1.CCCCCC. The product is [F:44][C:45]1[CH:46]=[CH:47][C:48]([CH2:51][C:52]([NH:54][C:55](=[S:56])[NH:1][C:2]2[CH:28]=[CH:27][C:5]([O:6][C:7]3[CH:12]=[CH:11][N:10]=[C:9]([NH:13][C:14]([N:16]4[CH2:17][CH2:18][CH:19]([CH2:22][N:23]5[CH2:26][CH2:25][CH2:24]5)[CH2:20][CH2:21]4)=[O:15])[CH:8]=3)=[CH:4][CH:3]=2)=[O:53])=[CH:49][CH:50]=1. The yield is 0.342. (3) The reactants are [NH2:1][CH2:2][CH2:3][CH2:4][CH2:5][N:6]([CH3:8])[CH3:7].[F:9][C:10]([F:36])([F:35])[C:11]1[CH:16]=[CH:15][C:14]([C:17]2[C:18]([C:23]([NH:25][C:26]3[CH:27]=[C:28]([C:32](O)=[O:33])[N:29]([CH3:31])[CH:30]=3)=[O:24])=[CH:19][CH:20]=[CH:21][CH:22]=2)=[CH:13][CH:12]=1.CN(C(ON1N=NC2C=CC=CC1=2)=[N+](C)C)C.[B-](F)(F)(F)F.C(OCC)(=O)C.C(O)C.N. The catalyst is CN(C)C=O.C(N(CC)CC)C. The product is [CH3:7][N:6]([CH3:8])[CH2:5][CH2:4][CH2:3][CH2:2][NH:1][C:32]([C:28]1[N:29]([CH3:31])[CH:30]=[C:26]([NH:25][C:23]([C:18]2[C:17]([C:14]3[CH:13]=[CH:12][C:11]([C:10]([F:36])([F:9])[F:35])=[CH:16][CH:15]=3)=[CH:22][CH:21]=[CH:20][CH:19]=2)=[O:24])[CH:27]=1)=[O:33]. The yield is 0.990. (4) The reactants are [F:1][C:2]([F:13])([F:12])[C:3]1[CH:8]=[CH:7][C:6](B(O)O)=[CH:5][CH:4]=1.Br[C:15]1[CH:24]=[CH:23][C:18]([C:19]([O:21][CH3:22])=[O:20])=[CH:17][CH:16]=1.C1(P(C2C=CC=CC=2)C2C=CC=CC=2)C=CC=CC=1.[F-].[Cs+]. The catalyst is COCCOC.CO.CC(C)=O.C([O-])(=O)C.[Pd+2].C([O-])(=O)C. The product is [CH3:22][O:21][C:19]([C:18]1[CH:23]=[CH:24][C:15]([C:6]2[CH:7]=[CH:8][C:3]([C:2]([F:13])([F:12])[F:1])=[CH:4][CH:5]=2)=[CH:16][CH:17]=1)=[O:20]. The yield is 0.920. (5) The reactants are C(NC(C)C)(C)C.C([Li])CCC.[CH2:13]([N:20]1[CH2:25][CH2:24][CH:23]([CH2:26][C:27]([O:29][CH3:30])=[O:28])[CH2:22][CH2:21]1)[C:14]1[CH:19]=[CH:18][CH:17]=[CH:16][CH:15]=1.[N+:31]([C:34]1[CH:41]=[CH:40][CH:39]=[CH:38][C:35]=1[CH:36]=[O:37])([O-:33])=[O:32]. The catalyst is O1CCCC1. The product is [CH2:13]([N:20]1[CH2:25][CH2:24][CH:23]([CH:26]([CH:36]([OH:37])[C:35]2[CH:38]=[CH:39][CH:40]=[CH:41][C:34]=2[N+:31]([O-:33])=[O:32])[C:27]([O:29][CH3:30])=[O:28])[CH2:22][CH2:21]1)[C:14]1[CH:15]=[CH:16][CH:17]=[CH:18][CH:19]=1. The yield is 0.890. (6) The reactants are [CH3:1][N:2]1[C:10]2[C:5](=[CH:6][CH:7]=[CH:8][CH:9]=2)[CH:4]=[C:3]1C=O.[CH:13]1([NH2:16])[CH2:15][CH2:14]1.C(O)(=O)C. The catalyst is CO. The product is [CH:13]1([NH:16][C:3]2[N:2]([CH3:1])[C:10]3[C:5]([CH:4]=2)=[CH:6][CH:7]=[CH:8][CH:9]=3)[CH2:15][CH2:14]1. The yield is 0.650. (7) The reactants are [CH2:1](Br)[C:2]1[CH:7]=[CH:6][CH:5]=[CH:4][CH:3]=1.[OH:9][C:10]1[CH:11]=[N:12][C:13]([CH3:16])=[CH:14][CH:15]=1.C(=O)([O-])[O-].[K+].[K+].O. The catalyst is C(#N)C.C(OCC)(=O)C. The product is [CH2:1]([O:9][C:10]1[CH:15]=[CH:14][C:13]([CH3:16])=[N:12][CH:11]=1)[C:2]1[CH:7]=[CH:6][CH:5]=[CH:4][CH:3]=1. The yield is 0.230. (8) The reactants are N1[C:9]2[C:4](=[CH:5]C=[CH:7][C:8]=2[C:10](O)=O)[CH:3]=C1.[CH:13]1[CH:18]=[N:17][C:16]2N(O)N=N[C:15]=2[CH:14]=1.CCN=C=N[CH2:28][CH2:29][CH2:30]N(C)C.[CH2:34](N(CC)CC)C.[CH3:41][N:42]([CH:44]=[O:45])[CH3:43]. No catalyst specified. The product is [NH:17]1[C:16]2[C:28](=[CH:29][CH:30]=[CH:14][C:15]=2[C:44]([N:42]2[CH2:43][C:8]3([CH3:7])[CH2:10][CH:41]2[CH2:34][C:4]([CH3:3])([CH3:5])[CH2:9]3)=[O:45])[CH:13]=[CH:18]1. The yield is 0.470. (9) The reactants are [CH3:1][C:2]1([CH3:20])[CH2:6][C:5]2[C:7]([CH3:19])=[C:8]([N:13]3[CH2:18][CH2:17][NH:16][CH2:15][CH2:14]3)[C:9]([CH3:12])=[C:10]([CH3:11])[C:4]=2[O:3]1.Br[C:22]1[CH:27]=[CH:26][C:25]([Cl:28])=[CH:24][CH:23]=1. No catalyst specified. The product is [Cl:28][C:25]1[CH:26]=[CH:27][C:22]([N:16]2[CH2:15][CH2:14][N:13]([C:8]3[C:9]([CH3:12])=[C:10]([CH3:11])[C:4]4[O:3][C:2]([CH3:20])([CH3:1])[CH2:6][C:5]=4[C:7]=3[CH3:19])[CH2:18][CH2:17]2)=[CH:23][CH:24]=1. The yield is 0.260.